From a dataset of Catalyst prediction with 721,799 reactions and 888 catalyst types from USPTO. Predict which catalyst facilitates the given reaction. (1) Reactant: [N:1]1([CH:6]2[CH2:11][CH2:10][CH:9](NC)[CH2:8][CH2:7]2)[CH2:5][CH2:4][CH2:3][CH2:2]1.C[CH2:15][N:16](CC)CC.[C:21]([O:25][C:26](=[O:49])[NH:27][CH2:28][C:29]1[CH:34]=[CH:33][CH:32]=[C:31]([CH2:35][NH:36][C:37]2[N:42]=[C:41](SC#N)[C:40]([N+:46]([O-:48])=[O:47])=[CH:39][N:38]=2)[CH:30]=1)([CH3:24])([CH3:23])[CH3:22]. Product: [C:21]([O:25][C:26](=[O:49])[NH:27][CH2:28][C:29]1[CH:34]=[CH:33][CH:32]=[C:31]([CH2:35][NH:36][C:37]2[N:42]=[C:41]([NH:16][CH2:15][CH:9]3[CH2:8][CH2:7][CH:6]([N:1]4[CH2:2][CH2:3][CH2:4][CH2:5]4)[CH2:11][CH2:10]3)[C:40]([N+:46]([O-:48])=[O:47])=[CH:39][N:38]=2)[CH:30]=1)([CH3:23])([CH3:22])[CH3:24]. The catalyst class is: 14. (2) Reactant: [F:1][C:2]([F:19])([F:18])[C:3]1[N:8]=[CH:7][C:6]([CH2:9][O:10][C:11]2[CH:16]=[CH:15][NH:14][C:13](=[O:17])[CH:12]=2)=[CH:5][CH:4]=1.Br[C:21]1[CH:26]=[CH:25][C:24]2[C:27]3[CH2:28][N:29]([C:35]([O:37][C:38]([CH3:41])([CH3:40])[CH3:39])=[O:36])[CH2:30][CH2:31][CH2:32][C:33]=3[O:34][C:23]=2[CH:22]=1.C([O-])([O-])=O.[Cs+].[Cs+].CN[C@@H]1CCCC[C@H]1NC. Product: [O:17]=[C:13]1[CH:12]=[C:11]([O:10][CH2:9][C:6]2[CH:7]=[N:8][C:3]([C:2]([F:1])([F:18])[F:19])=[CH:4][CH:5]=2)[CH:16]=[CH:15][N:14]1[C:21]1[CH:26]=[CH:25][C:24]2[C:27]3[CH2:28][N:29]([C:35]([O:37][C:38]([CH3:41])([CH3:40])[CH3:39])=[O:36])[CH2:30][CH2:31][CH2:32][C:33]=3[O:34][C:23]=2[CH:22]=1. The catalyst class is: 432. (3) Reactant: [C:1]([C:5]1[CH:9]=[C:8]([NH2:10])[N:7]([C:11]2[CH:16]=[CH:15][CH:14]=[CH:13][C:12]=2[CH3:17])[N:6]=1)([CH3:4])([CH3:3])[CH3:2].Br[C:19]1[CH:28]=[C:27]([F:29])[CH:26]=[CH:25][C:20]=1[C:21]([O:23][CH3:24])=[O:22].C1C=CC(P(C2C(C3C(P(C4C=CC=CC=4)C4C=CC=CC=4)=CC=C4C=3C=CC=C4)=C3C(C=CC=C3)=CC=2)C2C=CC=CC=2)=CC=1.C([O-])([O-])=O.[Cs+].[Cs+]. Product: [C:1]([C:5]1[CH:9]=[C:8]([NH:10][C:19]2[CH:28]=[C:27]([F:29])[CH:26]=[CH:25][C:20]=2[C:21]([O:23][CH3:24])=[O:22])[N:7]([C:11]2[CH:16]=[CH:15][CH:14]=[CH:13][C:12]=2[CH3:17])[N:6]=1)([CH3:4])([CH3:3])[CH3:2]. The catalyst class is: 110.